Dataset: Forward reaction prediction with 1.9M reactions from USPTO patents (1976-2016). Task: Predict the product of the given reaction. Given the reactants [C:1]([NH:4][C:5]([CH2:16][C:17]([C:19]1[CH:24]=[CH:23][C:22]([O:25][C:26]2[CH:31]=[CH:30][C:29]([C:32](=[O:35])[CH2:33]Cl)=[CH:28][CH:27]=2)=[CH:21][CH:20]=1)=[O:18])([C:11]([O:13][CH2:14][CH3:15])=[O:12])[C:6]([O:8][CH2:9][CH3:10])=[O:7])(=[O:3])[CH3:2].[C:36]([OH:41])(=[O:40])[CH:37]([CH3:39])[CH3:38].CCN(CC)CC, predict the reaction product. The product is: [C:1]([NH:4][C:5]([CH2:16][C:17]([C:19]1[CH:24]=[CH:23][C:22]([O:25][C:26]2[CH:31]=[CH:30][C:29]([C:32](=[O:35])[CH2:33][O:41][C:36](=[O:40])[CH:37]([CH3:39])[CH3:38])=[CH:28][CH:27]=2)=[CH:21][CH:20]=1)=[O:18])([C:11]([O:13][CH2:14][CH3:15])=[O:12])[C:6]([O:8][CH2:9][CH3:10])=[O:7])(=[O:3])[CH3:2].